From a dataset of Human Reference Interactome with 51,813 positive PPI pairs across 8,248 proteins, plus equal number of experimentally-validated negative pairs. Binary Classification. Given two protein amino acid sequences, predict whether they physically interact or not. (1) Protein 1 (ENSG00000104549) has sequence MWTFLGIATFTYFYKKFGDFITLANREVLLCVLVFLSLGLVLSYRCRHRNGGLLGRQQSGSQFALFSDILSGLPFIGFFWAKSPPESENKEQLEARRRRKGTNISETSLIGTAACTSTSSQNDPEVIIVGAGVLGSALAAVLSRDGRKVTVIERDLKEPDRIVGEFLQPGGYHVLKDLGLGDTVEGLDAQVVNGYMIHDQESKSEVQIPYPLSENNQVQSGRAFHHGRFIMSLRKAAMAEPNAKFIEGVVLQLLEEDDVVMGVQYKDKETGDIKELHAPLTVVADGLFSKFRKSLVSNKV.... Protein 2 (ENSG00000107949) has sequence MASRSKRRAVESGVPQPPDPPVQRDEEEEKEVENEDEDDDDSDKEKDEEDEVIDEEVNIEFEAYSLSDNDYDGIKKLLQQLFLKAPVNTAELTDLLIQQNHIGSVIKQTDVSEDSNDDMDEDEVFGFISLLNLTERKGTQCVEQIQELVLRFCEKNCEKSMVEQLDKFLNDTTKPVGLLLSERFINVPPQIALPMYQQLQKELAGAHRTNKPCGKCYFYLLISKTFVEAGKNNSKKKPSNKKKAALMFANAEEEFFYEKAILKFNYSVQEESDTCLGGKWSFDDVPMTPLRTVMLIPGDK.... Result: 0 (the proteins do not interact). (2) Protein 1 (ENSG00000159377) has sequence MEAFLGSRSGLWAGGPAPGQFYRIPSTPDSFMDPASALYRGPITRTQNPMVTGTSVLGVKFEGGVVIAADMLGSYGSLARFRNISRIMRVNNSTMLGASGDYADFQYLKQVLGQMVIDEELLGDGHSYSPRAIHSWLTRAMYSRRSKMNPLWNTMVIGGYADGESFLGYVDMLGVAYEAPSLATGYGAYLAQPLLREVLEKQPVLSQTEARDLVERCMRVLYYRDARSYNRFQIATVTEKGVEIEGPLSTETNWDIAHMISGFE*. Protein 2 (ENSG00000170365) has sequence MNVTSLFSFTSPAVKRLLGWKQGDEEEKWAEKAVDALVKKLKKKKGAMEELEKALSCPGQPSNCVTIPRSLDGRLQVSHRKGLPHVIYCRVWRWPDLQSHHELKPLECCEFPFGSKQKEVCINPYHYKRVESPVLPPVLVPRHSEYNPQHSLLAQFRNLGQNEPHMPLNATFPDSFQQPNSHPFPHSPNSSYPNSPGSSSSTYPHSPTSSDPGSPFQMPADTPPPAYLPPEDPMTQDGSQPMDTNMMAPPLPSEINRGDVQAVAYEEPKHWCSIVYYELNNRVGEAFHASSTSVLVDGFT.... Result: 1 (the proteins interact).